Dataset: Catalyst prediction with 721,799 reactions and 888 catalyst types from USPTO. Task: Predict which catalyst facilitates the given reaction. (1) Reactant: [NH2:1]/[C:2](/[CH3:8])=[CH:3]\[C:4]([O:6][CH3:7])=[O:5].[CH2:9]([O:11][C:12]([N:14]=[C:15]=[O:16])=[O:13])[CH3:10]. Product: [CH3:7][O:6][C:4](=[O:5])[C:3]([C:15]([NH:14][C:12]([O:11][CH2:9][CH3:10])=[O:13])=[O:16])=[C:2]([NH2:1])[CH3:8]. The catalyst class is: 27. (2) Reactant: [Br:1][C:2]1[CH:7]=[CH:6][C:5]([C@H:8]([NH2:10])[CH3:9])=[CH:4][CH:3]=1.Br[CH2:12][C:13]([O:15][CH3:16])=[O:14].C(N(CC)CC)C. The catalyst class is: 2. Product: [Br:1][C:2]1[CH:7]=[CH:6][C:5]([C@H:8]([NH:10][CH2:12][C:13]([O:15][CH3:16])=[O:14])[CH3:9])=[CH:4][CH:3]=1.